Dataset: Retrosynthesis with 50K atom-mapped reactions and 10 reaction types from USPTO. Task: Predict the reactants needed to synthesize the given product. Given the product COc1cccc(CC(=O)O)c1OCCCc1cn(-c2cccc(C(F)(F)F)n2)nc1C(C)C, predict the reactants needed to synthesize it. The reactants are: COC(=O)Cc1cccc(OC)c1OCCCc1cn(-c2cccc(C(F)(F)F)n2)nc1C(C)C.